Dataset: Forward reaction prediction with 1.9M reactions from USPTO patents (1976-2016). Task: Predict the product of the given reaction. (1) Given the reactants [CH2:1]([Zn]CC)C.COCCOC.ICI.[OH:15][CH2:16]/[CH:17]=[C:18](\[C:20]1[CH:21]=[C:22]([CH2:31][CH2:32][C:33](=[O:38])[CH2:34][CH2:35][CH2:36][CH3:37])[C:23]2[O:27][CH2:26][C:25]([CH3:29])([CH3:28])[C:24]=2[CH:30]=1)/[CH3:19], predict the reaction product. The product is: [OH:15][CH2:16][C@H:17]1[CH2:19][C@@:18]1([C:20]1[CH:21]=[C:22]([CH2:31][CH2:32][C:33](=[O:38])[CH2:34][CH2:35][CH2:36][CH3:37])[C:23]2[O:27][CH2:26][C:25]([CH3:29])([CH3:28])[C:24]=2[CH:30]=1)[CH3:1]. (2) The product is: [CH2:1]([NH:9][C:13]([C:15]1[S:16][C:17]([N:20]2[CH2:21][CH2:22][N:23]([C:26](=[O:37])[C:27]3[CH:32]=[CH:31][CH:30]=[CH:29][C:28]=3[C:33]([F:36])([F:35])[F:34])[CH2:24][CH2:25]2)=[N:18][N:19]=1)=[O:12])[CH2:2][CH2:3][CH2:4][CH2:5][CH2:6][CH2:7][CH3:8]. Given the reactants [CH2:1]([NH2:9])[CH2:2][CH2:3][CH2:4][CH2:5][CH2:6][CH2:7][CH3:8].C([O:12][C:13]([C:15]1[S:16][C:17]([N:20]2[CH2:25][CH2:24][N:23]([C:26](=[O:37])[C:27]3[CH:32]=[CH:31][CH:30]=[CH:29][C:28]=3[C:33]([F:36])([F:35])[F:34])[CH2:22][CH2:21]2)=[N:18][N:19]=1)=O)C, predict the reaction product.